This data is from Reaction yield outcomes from USPTO patents with 853,638 reactions. The task is: Predict the reaction yield, written as a fraction of the theoretical maximum amount of product (1.0 means a 100% yield; for example, 0.34 means a 34% yield). (1) The reactants are [C:1]([CH2:3][C:4](O)=O)#[N:2].[NH:7]1[CH2:12][CH2:11][O:10][CH2:9][CH2:8]1.C(OC(OCC)OCC)C.[OH-].[Na+]. No catalyst specified. The product is [O:10]1[CH2:11][CH2:12][N:7]([CH:4]=[CH:3][C:1]#[N:2])[CH2:8][CH2:9]1. The yield is 0.750. (2) The reactants are [Cl:1][C:2]1[CH:3]=[C:4]([C:9]2[CH:10]=[C:11]([CH2:15]O)[CH:12]=[N:13][CH:14]=2)[CH:5]=[CH:6][C:7]=1[Cl:8].S(Cl)([Cl:19])=O. No catalyst specified. The product is [ClH:1].[Cl:19][CH2:15][C:11]1[CH:12]=[N:13][CH:14]=[C:9]([C:4]2[CH:5]=[CH:6][C:7]([Cl:8])=[C:2]([Cl:1])[CH:3]=2)[CH:10]=1. The yield is 0.980. (3) The reactants are [Cl:1][CH2:2][C@H:3]1[CH2:7][O:6][S:5](=[O:9])(=[O:8])[O:4]1.[NH2:10][C:11]1[CH:16]=[CH:15][C:14]([N:17]2[CH2:22][CH2:21][O:20][CH2:19][C:18]2=[O:23])=[CH:13][CH:12]=1.C(=O)([O-])[O-].[K+:28].[K+]. The catalyst is C(#N)C. The product is [K+:28].[Cl:1][CH2:2][C@H:3]([O:4][S:5](=[O:9])(=[O:8])[O-:6])[CH2:7][NH:10][C:11]1[CH:12]=[CH:13][C:14]([N:17]2[CH2:22][CH2:21][O:20][CH2:19][C:18]2=[O:23])=[CH:15][CH:16]=1. The yield is 0.910. (4) The yield is 0.970. The product is [ClH:25].[ClH:25].[CH3:10][NH:9][C:8](=[O:11])[C:6]1[CH:5]=[CH:4][C:3]([N:12]2[CH2:17][CH2:16][NH:15][CH2:14][CH2:13]2)=[C:2]([CH3:1])[CH:7]=1. The catalyst is O1CCOCC1.CCOCC. The reactants are [CH3:1][C:2]1[CH:7]=[C:6]([C:8](=[O:11])[NH:9][CH3:10])[CH:5]=[CH:4][C:3]=1[N:12]1[CH2:17][CH2:16][N:15](C(OC(C)(C)C)=O)[CH2:14][CH2:13]1.[ClH:25].